This data is from Peptide-MHC class I binding affinity with 185,985 pairs from IEDB/IMGT. The task is: Regression. Given a peptide amino acid sequence and an MHC pseudo amino acid sequence, predict their binding affinity value. This is MHC class I binding data. (1) The peptide sequence is GRYFRIQEV. The MHC is HLA-B14:02 with pseudo-sequence HLA-B14:02. The binding affinity (normalized) is 0.430. (2) The peptide sequence is SELRPDTRY. The MHC is HLA-B40:01 with pseudo-sequence HLA-B40:01. The binding affinity (normalized) is 0.137.